This data is from Reaction yield outcomes from USPTO patents with 853,638 reactions. The task is: Predict the reaction yield, written as a fraction of the theoretical maximum amount of product (1.0 means a 100% yield; for example, 0.34 means a 34% yield). (1) The reactants are FC(F)(F)S(O)(=O)=O.[Br:9][C:10]1[CH:11]=[CH:12][C:13]([F:39])=[C:14]([C@:16]([NH:31]S(C(C)(C)C)(=O)=O)([CH3:30])[C:17]([F:29])([F:28])[C:18]([CH3:27])([O:20][CH2:21][C:22]([O:24][CH2:25][CH3:26])=[O:23])[CH3:19])[CH:15]=1.CCOC(C)=O. The catalyst is ClCCl.CCCCCCC. The product is [NH2:31][C@@:16]([C:14]1[CH:15]=[C:10]([Br:9])[CH:11]=[CH:12][C:13]=1[F:39])([CH3:30])[C:17]([F:28])([F:29])[C:18]([CH3:27])([O:20][CH2:21][C:22]([O:24][CH2:25][CH3:26])=[O:23])[CH3:19]. The yield is 0.885. (2) The reactants are [H-].[Na+].[CH2:3]([N:10]([CH2:14][CH2:15][C:16]1[C:17](Cl)=[N:18][CH:19]=[CH:20][CH:21]=1)[CH2:11][CH2:12][OH:13])[C:4]1[CH:9]=[CH:8][CH:7]=[CH:6][CH:5]=1.O. The catalyst is C1COCC1. The product is [CH2:3]([N:10]1[CH2:14][CH2:15][C:16]2[CH:21]=[CH:20][CH:19]=[N:18][C:17]=2[O:13][CH2:12][CH2:11]1)[C:4]1[CH:9]=[CH:8][CH:7]=[CH:6][CH:5]=1. The yield is 0.770. (3) The reactants are [CH2:1]([C:3]1[N:8]=[C:7]([NH:9][C:10](=O)C(C)(C)C)[C:6]([CH3:16])=[CH:5][CH:4]=1)[CH3:2].C([Li])(C)(C)C.CN(C)C=O.Cl. The catalyst is C(OCC)C. The product is [CH2:1]([C:3]1[N:8]=[C:7]2[NH:9][CH:10]=[CH:16][C:6]2=[CH:5][CH:4]=1)[CH3:2]. The yield is 0.580. (4) The reactants are [C:1]([O:5][C:6]([N:8]1[CH2:13][CH2:12][N:11]([CH:14]([C:17]2[CH:22]=[CH:21][CH:20]=[CH:19][C:18]=2[F:23])[CH2:15][NH2:16])[CH2:10][CH2:9]1)=[O:7])([CH3:4])([CH3:3])[CH3:2].Cl[C:25]([O:27][CH2:28][CH3:29])=[O:26]. No catalyst specified. The product is [C:1]([O:5][C:6]([N:8]1[CH2:13][CH2:12][N:11]([CH:14]([C:17]2[CH:22]=[CH:21][CH:20]=[CH:19][C:18]=2[F:23])[CH2:15][NH:16][C:25]([O:27][CH2:28][CH3:29])=[O:26])[CH2:10][CH2:9]1)=[O:7])([CH3:4])([CH3:2])[CH3:3]. The yield is 0.970. (5) The reactants are [NH2:1][C:2]1[CH:7]=[CH:6][CH:5]=[CH:4][C:3]=1[S:8]([NH:11][C:12]1[C:13](Cl)=[CH:14][CH:15]=[C:16]2[C:21]=1[N:20]=[CH:19][CH:18]=[C:17]2[O:22][CH3:23])(=[O:10])=[O:9].C([O-])=O.[NH4+]. The catalyst is CC(O)=O.[Pd]. The product is [NH2:1][C:2]1[CH:7]=[CH:6][CH:5]=[CH:4][C:3]=1[S:8]([NH:11][C:12]1[CH:13]=[CH:14][CH:15]=[C:16]2[C:21]=1[N:20]=[CH:19][CH:18]=[C:17]2[O:22][CH3:23])(=[O:9])=[O:10]. The yield is 0.320. (6) The yield is 0.680. The reactants are [NH2:1][C:2]1[S:3][CH:4]=[C:5]2[C:10]=1[C:9](=[O:11])[N:8]([C:12]1[CH:17]=[CH:16][C:15](Cl)=[CH:14][CH:13]=1)[N:7]=[C:6]2[C:19]([NH:21][CH:22]([CH3:24])[CH3:23])=[O:20].NC1SC=C2C=1C(=O)N(C1C=CC([Br:42])=CC=1)N=C2C(O)=O. The catalyst is C(O)C. The product is [NH2:1][C:2]1[S:3][CH:4]=[C:5]2[C:10]=1[C:9](=[O:11])[N:8]([C:12]1[CH:17]=[CH:16][C:15]([Br:42])=[CH:14][CH:13]=1)[N:7]=[C:6]2[C:19]([NH:21][CH:22]([CH3:24])[CH3:23])=[O:20]. (7) The reactants are [OH:1][C:2]1[CH:11]=[C:10]2[C:5]([C:6]([O:12][C:13]3[CH:14]=[C:15]4[C:19](=[CH:20][CH:21]=3)[NH:18][C:17]([CH3:22])=[CH:16]4)=[N:7][CH:8]=[N:9]2)=[CH:4][CH:3]=1.C1(P(C2C=CC=CC=2)C2C=CC=CC=2)C=CC=CC=1.O[CH2:43][CH:44]1[CH2:49][CH2:48][N:47]([C:50]([O:52][C:53]([CH3:56])([CH3:55])[CH3:54])=[O:51])[CH2:46][CH2:45]1.N(C(OC(C)C)=O)=NC(OC(C)C)=O. The catalyst is C(Cl)Cl. The product is [C:53]([O:52][C:50]([N:47]1[CH2:48][CH2:49][CH:44]([CH2:43][O:1][C:2]2[CH:11]=[C:10]3[C:5]([C:6]([O:12][C:13]4[CH:14]=[C:15]5[C:19](=[CH:20][CH:21]=4)[NH:18][C:17]([CH3:22])=[CH:16]5)=[N:7][CH:8]=[N:9]3)=[CH:4][CH:3]=2)[CH2:45][CH2:46]1)=[O:51])([CH3:56])([CH3:54])[CH3:55]. The yield is 0.680. (8) The reactants are [CH3:1][O:2][C:3]1[CH:4]=[C:5]([CH:12]=[CH:13][C:14]=1[N+:15]([O-])=O)[O:6][CH2:7][CH2:8][N:9]([CH3:11])[CH3:10].[H][H]. The catalyst is C(OCC)(=O)C.[Pd]. The product is [CH3:10][N:9]([CH3:11])[CH2:8][CH2:7][O:6][C:5]1[CH:12]=[CH:13][C:14]([NH2:15])=[C:3]([O:2][CH3:1])[CH:4]=1. The yield is 0.910.